From a dataset of NCI-60 drug combinations with 297,098 pairs across 59 cell lines. Regression. Given two drug SMILES strings and cell line genomic features, predict the synergy score measuring deviation from expected non-interaction effect. (1) Drug 1: CC1CCC2CC(C(=CC=CC=CC(CC(C(=O)C(C(C(=CC(C(=O)CC(OC(=O)C3CCCCN3C(=O)C(=O)C1(O2)O)C(C)CC4CCC(C(C4)OC)O)C)C)O)OC)C)C)C)OC. Drug 2: CS(=O)(=O)OCCCCOS(=O)(=O)C. Cell line: A498. Synergy scores: CSS=16.5, Synergy_ZIP=-3.63, Synergy_Bliss=1.09, Synergy_Loewe=-9.95, Synergy_HSA=0.352. (2) Drug 1: COC1=CC(=CC(=C1O)OC)C2C3C(COC3=O)C(C4=CC5=C(C=C24)OCO5)OC6C(C(C7C(O6)COC(O7)C8=CC=CS8)O)O. Drug 2: CN1C(=O)N2C=NC(=C2N=N1)C(=O)N. Cell line: ACHN. Synergy scores: CSS=60.8, Synergy_ZIP=1.36, Synergy_Bliss=3.23, Synergy_Loewe=-49.1, Synergy_HSA=1.93. (3) Drug 1: CC1OCC2C(O1)C(C(C(O2)OC3C4COC(=O)C4C(C5=CC6=C(C=C35)OCO6)C7=CC(=C(C(=C7)OC)O)OC)O)O. Drug 2: C1=NC2=C(N1)C(=S)N=C(N2)N. Cell line: HOP-92. Synergy scores: CSS=41.2, Synergy_ZIP=-4.04, Synergy_Bliss=-1.15, Synergy_Loewe=1.27, Synergy_HSA=3.47.